Task: Predict the reaction yield, written as a fraction of the theoretical maximum amount of product (1.0 means a 100% yield; for example, 0.34 means a 34% yield).. Dataset: Reaction yield outcomes from USPTO patents with 853,638 reactions (1) The reactants are [NH:1]([C:3]([S:5][CH3:6])=[NH:4])[NH2:2].O.[F:8][C:9]1[CH:14]=[CH:13][C:12]([C:15]([CH:17]=O)=O)=[CH:11][CH:10]=1. No catalyst specified. The product is [CH3:6][S:5][C:3]1[N:1]=[N:2][CH:17]=[C:15]([C:12]2[CH:13]=[CH:14][C:9]([F:8])=[CH:10][CH:11]=2)[N:4]=1. The yield is 0.690. (2) The reactants are [CH3:1][O:2][C:3]1[CH:12]=[C:11]2[C:6]([C:7]([NH:29][C:30]3[CH:31]=[C:32]4[C:36](=[CH:37][CH:38]=3)[N:35](C(OC(C)(C)C)=O)[N:34]=[CH:33]4)=[N:8][C:9]([C:13]3[CH:18]=[CH:17][CH:16]=[C:15]([NH:19][C:20](=[O:28])[CH2:21][N:22]4[CH2:27][CH2:26][O:25][CH2:24][CH2:23]4)[CH:14]=3)=[N:10]2)=[CH:5][C:4]=1[O:46][CH2:47][CH2:48][N:49]1[CH2:53][CH2:52][CH2:51][CH2:50]1.C(O)(C(F)(F)F)=O. The catalyst is C(Cl)Cl. The product is [NH:35]1[C:36]2[C:32](=[CH:31][C:30]([NH:29][C:7]3[C:6]4[C:11](=[CH:12][C:3]([O:2][CH3:1])=[C:4]([O:46][CH2:47][CH2:48][N:49]5[CH2:53][CH2:52][CH2:51][CH2:50]5)[CH:5]=4)[N:10]=[C:9]([C:13]4[CH:14]=[C:15]([NH:19][C:20](=[O:28])[CH2:21][N:22]5[CH2:23][CH2:24][O:25][CH2:26][CH2:27]5)[CH:16]=[CH:17][CH:18]=4)[N:8]=3)=[CH:38][CH:37]=2)[CH:33]=[N:34]1. The yield is 0.950. (3) The catalyst is [Pd]. The reactants are C1(C[N:8]2[CH2:13][CH2:12][CH:11]([N:14]3[C:18]4[CH:19]=[N:20][C:21]5[CH:22]=[CH:23][CH:24]=[CH:25][C:26]=5[C:17]=4[NH:16][C:15]3=[O:27])[CH2:10][CH2:9]2)C=CC=CC=1. The product is [NH:8]1[CH2:9][CH2:10][CH:11]([N:14]2[C:18]3[CH:19]=[N:20][C:21]4[CH:22]=[CH:23][CH:24]=[CH:25][C:26]=4[C:17]=3[NH:16][C:15]2=[O:27])[CH2:12][CH2:13]1. The yield is 0.985. (4) The reactants are [NH:1]1[C:9]2[C:4](=[CH:5][CH:6]=[C:7]([C:10]([OH:12])=O)[CH:8]=2)[CH:3]=[N:2]1.[NH:13]1[CH2:18][CH2:17][CH2:16][C@@H:15]2[C:19]3[CH:20]=[CH:21][CH:22]=[CH:23][C:24]=3[CH2:25][C@H:14]12.F[P-](F)(F)(F)(F)F.N1(OC(N(C)C)=[N+](C)C)C2N=CC=CC=2N=N1. No catalyst specified. The product is [N:13]1([C:10]([C:7]2[CH:8]=[C:9]3[C:4]([CH:3]=[N:2][NH:1]3)=[CH:5][CH:6]=2)=[O:12])[CH2:18][CH2:17][CH2:16][C@@H:15]2[C:19]3[CH:20]=[CH:21][CH:22]=[CH:23][C:24]=3[CH2:25][C@H:14]12. The yield is 0.0500. (5) The reactants are I[C:2]1[CH:3]=[N:4][N:5]([CH2:7][CH2:8][CH2:9][CH2:10][C:11]([F:14])([F:13])[F:12])[CH:6]=1.C([Mg]Cl)(C)C.[F:20][C:21]([F:31])([F:30])[C:22](N1CCCCC1)=[O:23]. The catalyst is O1CCCC1. The product is [F:20][C:21]([F:31])([F:30])[C:22]([C:2]1[CH:3]=[N:4][N:5]([CH2:7][CH2:8][CH2:9][CH2:10][C:11]([F:14])([F:13])[F:12])[CH:6]=1)=[O:23]. The yield is 0.640. (6) The reactants are [NH:1]1[C:9]2[C:4](=[CH:5][CH:6]=[CH:7][CH:8]=2)[C:3]2([C:13]3=[CH:14][C:15]4[O:19][CH2:18][O:17][C:16]=4[CH:20]=[C:12]3[O:11][CH2:10]2)[C:2]1=[O:21].[CH3:22][C:23]1[O:24][C:25]([C:30]([F:33])([F:32])[F:31])=[C:26]([CH2:28]O)[N:27]=1.C(P(CCCC)CCCC)CCC. The yield is 0.680. The product is [CH3:22][C:23]1[O:24][C:25]([C:30]([F:33])([F:32])[F:31])=[C:26]([CH2:28][N:1]2[C:9]3[C:4](=[CH:5][CH:6]=[CH:7][CH:8]=3)[C:3]3([C:13]4=[CH:14][C:15]5[O:19][CH2:18][O:17][C:16]=5[CH:20]=[C:12]4[O:11][CH2:10]3)[C:2]2=[O:21])[N:27]=1. The catalyst is O1CCCC1. (7) The reactants are C([N:8]1[CH2:13][C:12]([CH3:15])([CH3:14])[O:11][C:10](=[O:16])[CH:9]1[CH2:17][C:18]([NH:20][C:21]1[CH:26]=[CH:25][C:24]([CH:27]([CH3:29])[CH3:28])=[CH:23][CH:22]=1)=[O:19])C1C=CC=CC=1. The catalyst is C(OC)(=O)C.[Pd]. The product is [CH3:15][C:12]1([CH3:14])[CH2:13][NH:8][CH:9]([CH2:17][C:18]([NH:20][C:21]2[CH:26]=[CH:25][C:24]([CH:27]([CH3:28])[CH3:29])=[CH:23][CH:22]=2)=[O:19])[C:10](=[O:16])[O:11]1. The yield is 0.890.